This data is from Reaction yield outcomes from USPTO patents with 853,638 reactions. The task is: Predict the reaction yield, written as a fraction of the theoretical maximum amount of product (1.0 means a 100% yield; for example, 0.34 means a 34% yield). (1) The product is [C:1]([C:5]1[CH:18]=[CH:17][C:16]2[C:7](=[C:8]3[C:13](=[C:14]([Cl:25])[N:15]=2)[CH:12]=[CH:11][C:10]([C:19]([CH3:22])([CH3:21])[CH3:20])=[CH:9]3)[CH:6]=1)([CH3:4])([CH3:3])[CH3:2]. The catalyst is C1(C)C=CC=CC=1. The yield is 0.980. The reactants are [C:1]([CH:5]1[CH:18]=[CH:17][C:16]2[C:7](=[C:8]3[C:13](=[CH:14][N:15]=2)[CH:12]=[CH:11][C:10]([C:19]([CH3:22])([CH3:21])[CH3:20])=[CH:9]3)[C:6]1=O)([CH3:4])([CH3:3])[CH3:2].P(Cl)(Cl)(Cl)(Cl)[Cl:25].P(Cl)(Cl)(Cl)=O. (2) The reactants are [OH:1][C:2]1[CH:7]=[CH:6][C:5]([C:8]2[CH:9]=[C:10]3[C:15](=[CH:16][CH:17]=2)[N:14]=[C:13]([C:18]([O:20][CH3:21])=[O:19])[CH:12]=[CH:11]3)=[CH:4][CH:3]=1.Cl[CH2:23][C:24]1[C:25]([C:32]2[C:37]([Cl:38])=[CH:36][CH:35]=[CH:34][C:33]=2[Cl:39])=[N:26][O:27][C:28]=1[CH:29]([CH3:31])[CH3:30].C(=O)([O-])[O-].[Cs+].[Cs+].O. The catalyst is CN(C=O)C. The product is [Cl:38][C:37]1[CH:36]=[CH:35][CH:34]=[C:33]([Cl:39])[C:32]=1[C:25]1[C:24]([CH2:23][O:1][C:2]2[CH:7]=[CH:6][C:5]([C:8]3[CH:9]=[C:10]4[C:15](=[CH:16][CH:17]=3)[N:14]=[C:13]([C:18]([O:20][CH3:21])=[O:19])[CH:12]=[CH:11]4)=[CH:4][CH:3]=2)=[C:28]([CH:29]([CH3:31])[CH3:30])[O:27][N:26]=1. The yield is 0.560. (3) The product is [Br:1][C:2]1[CH:7]=[C:6]([O:10][CH3:9])[CH:5]=[CH:4][N:3]=1. The reactants are [Br:1][C:2]1[CH:7]=[C:6](Cl)[CH:5]=[CH:4][N:3]=1.[CH3:9][O-:10].[Na+]. The yield is 0.250. The catalyst is CS(C)=O. (4) The reactants are C[O-].[Na+].[P:4]([O-:10])([O:8][CH3:9])([O:6][CH3:7])=O.[CH3:11][O:12][C:13]1[CH:14]=[C:15]([CH:18]=[C:19]([O:23][CH3:24])[C:20]=1[O:21][CH3:22])[CH:16]=[O:17].FC(F)(F)C(O)=O. The catalyst is CO. The product is [CH3:9][O:8][P:4]([CH:16]([OH:17])[C:15]1[CH:14]=[C:13]([O:12][CH3:11])[C:20]([O:21][CH3:22])=[C:19]([O:23][CH3:24])[CH:18]=1)(=[O:10])[O:6][CH3:7]. The yield is 0.880. (5) The reactants are Br[C:2]1[CH:3]=[C:4]([C:8]2([CH3:16])[CH2:13][O:12][N:11]([CH3:14])[C:10](=[NH:15])[NH:9]2)[CH:5]=[CH:6][CH:7]=1.[C:17]([C:19]1[CH:20]=[C:21](B(O)O)[CH:22]=[CH:23][CH:24]=1)#[N:18].C([O-])([O-])=O.[K+].[K+]. The catalyst is C(O)C. The product is [C:17]([C:19]1[CH:24]=[C:23]([C:2]2[CH:3]=[C:4]([C:8]3([CH3:16])[CH2:13][O:12][N:11]([CH3:14])[C:10](=[NH:15])[NH:9]3)[CH:5]=[CH:6][CH:7]=2)[CH:22]=[CH:21][CH:20]=1)#[N:18]. The yield is 0.440.